From a dataset of Reaction yield outcomes from USPTO patents with 853,638 reactions. Predict the reaction yield, written as a fraction of the theoretical maximum amount of product (1.0 means a 100% yield; for example, 0.34 means a 34% yield). (1) The reactants are [Br:1][C:2]1[CH:3]=[C:4]2[CH2:10][C:9](=[O:11])[NH:8][C:5]2=[N:6][CH:7]=1.[NH:12]1[C:20]2[C:15](=[CH:16][CH:17]=[C:18]([CH:21]=O)[CH:19]=2)[CH:14]=[N:13]1. No catalyst specified. The product is [NH:12]1[C:20]2[C:15](=[CH:16][CH:17]=[C:18]([CH:21]=[C:10]3[C:4]4[C:5](=[N:6][CH:7]=[C:2]([Br:1])[CH:3]=4)[NH:8][C:9]3=[O:11])[CH:19]=2)[CH:14]=[N:13]1. The yield is 0.950. (2) The reactants are C(OC([NH:8][CH:9]1[CH2:14][CH2:13][N:12]([CH2:15][CH2:16][N:17]2[C:25]3[C:20](=[CH:21][CH:22]=[C:23]([O:26][CH3:27])[CH:24]=3)[CH:19]=[C:18]2[C:28]([O:30][CH3:31])=[O:29])[CH2:11][CH2:10]1)=O)(C)(C)C.Cl. The catalyst is O1CCOCC1. The product is [NH2:8][CH:9]1[CH2:10][CH2:11][N:12]([CH2:15][CH2:16][N:17]2[C:25]3[C:20](=[CH:21][CH:22]=[C:23]([O:26][CH3:27])[CH:24]=3)[CH:19]=[C:18]2[C:28]([O:30][CH3:31])=[O:29])[CH2:13][CH2:14]1. The yield is 1.00. (3) The reactants are [F:1][C:2]([F:15])([F:14])[C:3]1[CH:8]=[CH:7][C:6]([CH2:9][C:10]([NH:12][NH2:13])=[O:11])=[CH:5][CH:4]=1.[N:16]([C:19]1[CH:24]=[CH:23][C:22]([S:25]([NH:28][C:29]2[S:30][CH:31]=[CH:32][N:33]=2)(=[O:27])=[O:26])=[CH:21][CH:20]=1)=[C:17]=S.C1(C)C=CC(S(Cl)(=O)=O)=CC=1.N1C=CC=CC=1.Cl. The catalyst is O1CCCC1.C(OCC)(=O)C. The product is [S:30]1[CH:31]=[CH:32][N:33]=[C:29]1[NH:28][S:25]([C:22]1[CH:21]=[CH:20][C:19]([NH:16][C:17]2[O:11][C:10]([CH2:9][C:6]3[CH:5]=[CH:4][C:3]([C:2]([F:14])([F:15])[F:1])=[CH:8][CH:7]=3)=[N:12][N:13]=2)=[CH:24][CH:23]=1)(=[O:27])=[O:26]. The yield is 0.600. (4) The reactants are [N:1]1([CH2:7][C:8]2[CH:13]=[CH:12][C:11]([C:14]#[C:15][C:16]3[CH:23]=[CH:22][C:19]([C:20]#N)=[CH:18][CH:17]=3)=[CH:10][CH:9]=2)[CH2:6][CH2:5][O:4][CH2:3][CH2:2]1.[Li+].[OH-:25].[OH2:26]. The catalyst is O1CCOCC1. The product is [N:1]1([CH2:7][C:8]2[CH:13]=[CH:12][C:11]([C:14]#[C:15][C:16]3[CH:23]=[CH:22][C:19]([C:20]([OH:26])=[O:25])=[CH:18][CH:17]=3)=[CH:10][CH:9]=2)[CH2:6][CH2:5][O:4][CH2:3][CH2:2]1. The yield is 0.710. (5) The reactants are [O:1]=[C:2]1[NH:6][C:5](=[O:7])[CH:4]([CH:8]=[C:9]2[CH:21]=[CH:20][C:12]([O:13][CH2:14][C:15]([O:17][CH2:18][CH3:19])=[O:16])=[CH:11][CH2:10]2)[S:3]1.[H][H]. The catalyst is O1CCOCC1.[Pd]. The product is [CH2:18]([O:17][C:15](=[O:16])[CH2:14][O:13][C:12]1[CH:11]=[CH:10][C:9]([CH2:8][CH:4]2[S:3][C:2](=[O:1])[NH:6][C:5]2=[O:7])=[CH:21][CH:20]=1)[CH3:19]. The yield is 0.950. (6) The reactants are [CH2:1]([OH:19])[CH2:2][CH2:3][CH2:4][CH2:5][CH2:6][CH2:7][CH2:8]/[CH:9]=[CH:10]\[CH2:11]/[CH:12]=[CH:13]\[CH2:14][CH2:15][CH2:16][CH2:17][CH3:18].C(N(CC)CC)C.[CH3:27][S:28](Cl)(=[O:30])=[O:29]. The catalyst is C(Cl)Cl. The product is [S:28]([O:19][CH2:1][CH2:2][CH2:3][CH2:4][CH2:5][CH2:6][CH2:7][CH2:8]/[CH:9]=[CH:10]\[CH2:11]/[CH:12]=[CH:13]\[CH2:14][CH2:15][CH2:16][CH2:17][CH3:18])(=[O:30])(=[O:29])[CH3:27]. The yield is 0.970. (7) The reactants are [F:1][CH:2]([F:33])[C:3]1[N:7]([C:8]2[N:13]=[C:12]([N:14]3[CH2:19][CH2:18][O:17][CH2:16][CH2:15]3)[N:11]=[C:10]([O:20][CH:21]3[CH2:26][CH2:25][NH:24][CH2:23][CH2:22]3)[N:9]=2)[C:6]2[CH:27]=[CH:28][CH:29]=[C:30]([O:31][CH3:32])[C:5]=2[N:4]=1.CCN(C(C)C)C(C)C.Cl[CH2:44][CH2:45][S:46](Cl)(=[O:48])=[O:47]. The catalyst is C(Cl)Cl.O. The product is [F:33][CH:2]([F:1])[C:3]1[N:7]([C:8]2[N:13]=[C:12]([N:14]3[CH2:15][CH2:16][O:17][CH2:18][CH2:19]3)[N:11]=[C:10]([O:20][CH:21]3[CH2:26][CH2:25][N:24]([S:46]([CH:45]=[CH2:44])(=[O:48])=[O:47])[CH2:23][CH2:22]3)[N:9]=2)[C:6]2[CH:27]=[CH:28][CH:29]=[C:30]([O:31][CH3:32])[C:5]=2[N:4]=1. The yield is 0.650. (8) The reactants are C([O:8][C:9]1[C:10]2[N:11]([C:16]([C:37]3[CH:42]=[CH:41][CH:40]=[CH:39][CH:38]=3)=[C:17]([C:19]3[CH:24]=[CH:23][C:22]([C:25]4([NH:29][C:30](=[O:36])[O:31][C:32]([CH3:35])([CH3:34])[CH3:33])[CH2:28][CH2:27][CH2:26]4)=[CH:21][CH:20]=3)[N:18]=2)[N:12]=[C:13](Cl)[CH:14]=1)C1C=CC=CC=1.C1[CH2:47][O:46][CH2:45]C1.C(N(CC)CC)C.C[OH:56]. The catalyst is C1C=CC(P(C2C=CC=CC=2)[C-]2C=CC=C2)=CC=1.C1C=CC(P(C2C=CC=CC=2)[C-]2C=CC=C2)=CC=1.Cl[Pd]Cl.[Fe+2]. The product is [C:32]([O:31][C:30]([NH:29][C:25]1([C:22]2[CH:21]=[CH:20][C:19]([C:17]3[N:18]=[C:10]4[C:9]([OH:8])=[CH:14][C:13]([C:45]([O:46][CH3:47])=[O:56])=[N:12][N:11]4[C:16]=3[C:37]3[CH:42]=[CH:41][CH:40]=[CH:39][CH:38]=3)=[CH:24][CH:23]=2)[CH2:26][CH2:27][CH2:28]1)=[O:36])([CH3:34])([CH3:33])[CH3:35]. The yield is 0.440.